From a dataset of Forward reaction prediction with 1.9M reactions from USPTO patents (1976-2016). Predict the product of the given reaction. (1) Given the reactants [N:1]1([CH2:6][C@@H:7]2[CH2:11][CH2:10][CH2:9][NH:8]2)[CH2:5][CH2:4][CH2:3][CH2:2]1.C(NCC)C, predict the reaction product. The product is: [CH2:5]([N:1]([CH2:2][CH3:3])[CH2:6][C@@H:7]1[CH2:11][CH2:10][CH2:9][NH:8]1)[CH3:4]. (2) Given the reactants [C:1]([C:4]1[CH:9]=[CH:8][C:7]([C:10]2[N:15]=[C:14]([CH:16]=O)[CH:13]=[CH:12][C:11]=2[O:18][CH2:19][CH2:20][O:21][Si](C(C)(C)C)(C)C)=[CH:6][CH:5]=1)(=[O:3])[CH3:2].[NH2:29][C:30]1[CH:38]=[C:37]([O:39][CH3:40])[CH:36]=[C:35]([O:41][CH3:42])[C:31]=1[C:32]([NH2:34])=[O:33].OS([O-])=O.[Na+].O.C1(C)C=CC(S(O)(=O)=O)=CC=1, predict the reaction product. The product is: [C:1]([C:4]1[CH:5]=[CH:6][C:7]([C:10]2[N:15]=[C:14]([C:16]3[NH:34][C:32](=[O:33])[C:31]4[C:30](=[CH:38][C:37]([O:39][CH3:40])=[CH:36][C:35]=4[O:41][CH3:42])[N:29]=3)[CH:13]=[CH:12][C:11]=2[O:18][CH2:19][CH2:20][OH:21])=[CH:8][CH:9]=1)(=[O:3])[CH3:2].